From a dataset of Full USPTO retrosynthesis dataset with 1.9M reactions from patents (1976-2016). Predict the reactants needed to synthesize the given product. Given the product [NH2:9][C:10]([NH:12][C:13]1[CH:14]=[CH:15][C:16]([CH2:17][NH:18][C:19](=[O:25])[O:20][C:21]([CH3:23])([CH3:24])[CH3:22])=[CH:26][CH:27]=1)=[S:11], predict the reactants needed to synthesize it. The reactants are: C([NH:9][C:10]([NH:12][C:13]1[CH:27]=[CH:26][C:16]([CH2:17][NH:18][C:19](=[O:25])[O:20][C:21]([CH3:24])([CH3:23])[CH3:22])=[CH:15][CH:14]=1)=[S:11])(=O)C1C=CC=CC=1.C([O-])([O-])=O.[K+].[K+].